Dataset: Full USPTO retrosynthesis dataset with 1.9M reactions from patents (1976-2016). Task: Predict the reactants needed to synthesize the given product. Given the product [NH2:40][C:18]1[N:19]=[C:20]([C:22]2[CH:31]=[C:30]3[C:25]([CH2:26][CH2:27][N:28]([C:32](=[O:39])[CH2:33][CH:34]4[CH2:38][CH2:37][N:36]([C:2]([O:4][CH:5]([CH3:7])[CH3:6])=[O:3])[CH2:35]4)[CH2:29]3)=[CH:24][CH:23]=2)[CH:21]=[C:16]([N:13]2[CH2:12][CH2:11][N:10]([CH3:9])[CH2:15][CH2:14]2)[N:17]=1, predict the reactants needed to synthesize it. The reactants are: Cl[C:2]([O:4][CH:5]([CH3:7])[CH3:6])=[O:3].Cl.[CH3:9][N:10]1[CH2:15][CH2:14][N:13]([C:16]2[CH:21]=[C:20]([C:22]3[CH:31]=[C:30]4[C:25]([CH2:26][CH2:27][N:28]([C:32](=[O:39])[CH2:33][CH:34]5[CH2:38][CH2:37][NH:36][CH2:35]5)[CH2:29]4)=[CH:24][CH:23]=3)[N:19]=[C:18]([NH2:40])[N:17]=2)[CH2:12][CH2:11]1.